From a dataset of Forward reaction prediction with 1.9M reactions from USPTO patents (1976-2016). Predict the product of the given reaction. (1) Given the reactants [C:1]12(COC3C(Cl)=CC(C(OC(C)(C)C)=O)=C(F)C=3)[CH2:7][CH:6]1CCCC2.Cl[C:26]1[C:27]([O:40][CH:41]2[CH2:46][CH2:45][C:44]3([CH2:51][CH2:50][CH2:49][CH2:48][CH2:47]3)[CH2:43][CH2:42]2)=[CH:28][C:29]([F:39])=[C:30]([CH:38]=1)[C:31]([O:33][C:34]([CH3:37])([CH3:36])[CH3:35])=[O:32], predict the reaction product. The product is: [CH:1]1([C:26]2[C:27]([O:40][CH:41]3[CH2:42][CH2:43][C:44]4([CH2:47][CH2:48][CH2:49][CH2:50][CH2:51]4)[CH2:45][CH2:46]3)=[CH:28][C:29]([F:39])=[C:30]([CH:38]=2)[C:31]([O:33][C:34]([CH3:35])([CH3:36])[CH3:37])=[O:32])[CH2:7][CH2:6]1. (2) Given the reactants [NH2:1][C:2]1[CH:6]=[C:5]([C:7]2[CH:12]=[CH:11][C:10]([F:13])=[CH:9][CH:8]=2)[S:4][C:3]=1[C:14]([OH:16])=[O:15].[Cl:17][C:18]1[CH:28]=[C:27]([F:29])[C:26]([F:30])=[CH:25][C:19]=1[C:20]([N:22]=[C:23]=[O:24])=[O:21], predict the reaction product. The product is: [Cl:17][C:18]1[CH:28]=[C:27]([F:29])[C:26]([F:30])=[CH:25][C:19]=1[C:20]([NH:22][C:23](=[O:24])[NH:1][C:2]1[CH:6]=[C:5]([C:7]2[CH:8]=[CH:9][C:10]([F:13])=[CH:11][CH:12]=2)[S:4][C:3]=1[C:14]([OH:16])=[O:15])=[O:21].